Predict the product of the given reaction. From a dataset of Forward reaction prediction with 1.9M reactions from USPTO patents (1976-2016). Given the reactants [N:1]1[CH:6]=[CH:5][N:4]=[C:3]2[S:7][C:8]([CH2:10]O)=[CH:9][C:2]=12.P(Br)(Br)[Br:13].O.[OH-].[Na+], predict the reaction product. The product is: [Br:13][CH2:10][C:8]1[S:7][C:3]2[C:2](=[N:1][CH:6]=[CH:5][N:4]=2)[CH:9]=1.